Dataset: Forward reaction prediction with 1.9M reactions from USPTO patents (1976-2016). Task: Predict the product of the given reaction. (1) The product is: [O:32]1[CH2:33][CH2:34][CH:29]([NH:12][C:10]2[CH:11]=[C:3]([CH2:2][N:26]3[CH2:25][CH2:24][NH:23][C:22](=[O:21])[CH2:27]3)[CH:4]=[C:5]3[C:9]=2[NH:8][C:7]([C:15]2[CH:20]=[CH:19][CH:18]=[CH:17][CH:16]=2)=[CH:6]3)[CH2:30][CH2:31]1. Given the reactants O[CH2:2][C:3]1[CH:4]=[C:5]2[C:9](=[C:10]([N+:12]([O-])=O)[CH:11]=1)[NH:8][C:7]([C:15]1[CH:20]=[CH:19][CH:18]=[CH:17][CH:16]=1)=[CH:6]2.[O:21]=[C:22]1[CH2:27][NH:26][CH2:25][CH2:24][NH:23]1.O=[C:29]1[CH2:34][CH2:33][O:32][CH2:31][CH2:30]1, predict the reaction product. (2) Given the reactants Br[C:2]1[C:3]([N:22]2[CH2:26][CH2:25][C@@H:24]([OH:27])[CH2:23]2)=[N:4][CH:5]=[C:6]([CH:21]=1)[C:7]([NH:9][C:10]1[CH:15]=[CH:14][C:13]([S:16][C:17]([F:20])([F:19])[F:18])=[CH:12][CH:11]=1)=[O:8].[F:28][C:29]1[CH:30]=[C:31](B(O)O)[CH:32]=[N:33][CH:34]=1, predict the reaction product. The product is: [F:28][C:29]1[CH:30]=[C:31]([C:2]2[C:3]([N:22]3[CH2:26][CH2:25][C@@H:24]([OH:27])[CH2:23]3)=[N:4][CH:5]=[C:6]([C:7]([NH:9][C:10]3[CH:11]=[CH:12][C:13]([S:16][C:17]([F:20])([F:19])[F:18])=[CH:14][CH:15]=3)=[O:8])[CH:21]=2)[CH:32]=[N:33][CH:34]=1. (3) Given the reactants [CH:1]1[C:13]2[CH:12]([CH2:14][O:15][C:16](=[O:33])[NH:17][CH:18]([CH:27]3[CH2:32][CH2:31][NH:30][CH2:29][CH2:28]3)[CH2:19][C:20]3[CH:25]=[CH:24][CH:23]=[C:22]([Cl:26])[CH:21]=3)[C:11]3[C:6](=[CH:7][CH:8]=[CH:9][CH:10]=3)[C:5]=2[CH:4]=[CH:3][CH:2]=1.Cl[C:35]1[N:40]=[CH:39][CH:38]=[CH:37][N:36]=1.C(N(CC)CC)C, predict the reaction product. The product is: [CH:1]1[C:13]2[CH:12]([CH2:14][O:15][C:16](=[O:33])[NH:17][CH:18]([CH:27]3[CH2:32][CH2:31][N:30]([C:35]4[N:40]=[CH:39][CH:38]=[CH:37][N:36]=4)[CH2:29][CH2:28]3)[CH2:19][C:20]3[CH:25]=[CH:24][CH:23]=[C:22]([Cl:26])[CH:21]=3)[C:11]3[C:6](=[CH:7][CH:8]=[CH:9][CH:10]=3)[C:5]=2[CH:4]=[CH:3][CH:2]=1. (4) Given the reactants C[O:2][C:3](=[O:22])[CH:4]([O:15][C:16]1[CH:21]=[CH:20][CH:19]=[CH:18][CH:17]=1)[CH2:5][C:6]1[CH:7]=[C:8]2[C:12](=[CH:13][CH:14]=1)[NH:11][CH:10]=[CH:9]2.Cl[CH2:24][C:25]1[N:26]=[C:27]([C:31]2[CH:36]=[CH:35][C:34]([C:37]([F:40])([F:39])[F:38])=[CH:33][CH:32]=2)[O:28][C:29]=1[CH3:30], predict the reaction product. The product is: [CH3:30][C:29]1[O:28][C:27]([C:31]2[CH:32]=[CH:33][C:34]([C:37]([F:40])([F:38])[F:39])=[CH:35][CH:36]=2)=[N:26][C:25]=1[CH2:24][N:11]1[C:12]2[C:8](=[CH:7][C:6]([CH2:5][CH:4]([O:15][C:16]3[CH:21]=[CH:20][CH:19]=[CH:18][CH:17]=3)[C:3]([OH:2])=[O:22])=[CH:14][CH:13]=2)[CH:9]=[CH:10]1. (5) Given the reactants C1(P(C2C=CC=CC=2)C2C=CC=CC=2)C=CC=CC=1.[C:20]([C:22]1[CH:23]=[CH:24][C:25]([NH:42][C@@H:43]([CH3:46])[CH2:44]O)=[C:26]([CH:41]=1)[C:27]([NH:29][CH2:30][C:31]1[CH:36]=[CH:35][C:34]([O:37][CH3:38])=[C:33]([O:39][CH3:40])[CH:32]=1)=[O:28])#[N:21].C(Br)(Br)(Br)[Br:48], predict the reaction product. The product is: [Br:48][CH2:44][C@@H:43]([NH:42][C:25]1[CH:24]=[CH:23][C:22]([C:20]#[N:21])=[CH:41][C:26]=1[C:27]([NH:29][CH2:30][C:31]1[CH:36]=[CH:35][C:34]([O:37][CH3:38])=[C:33]([O:39][CH3:40])[CH:32]=1)=[O:28])[CH3:46]. (6) Given the reactants [Br:1][C:2]1[N:3]=[C:4]2[C:9](Cl)=[C:8]([C:11]([NH2:13])=[O:12])[CH:7]=[N:6][N:5]2[CH:14]=1.[NH2:15][C@H:16]1[C@@H:20]([CH3:21])[CH2:19][N:18]([C:22]([O:24][CH2:25][C:26]2[CH:31]=[CH:30][CH:29]=[CH:28][CH:27]=2)=[O:23])[CH2:17]1.CCN(C(C)C)C(C)C, predict the reaction product. The product is: [Br:1][C:2]1[N:3]=[C:4]2[C:9]([NH:15][C@H:16]3[C@@H:20]([CH3:21])[CH2:19][N:18]([C:22]([O:24][CH2:25][C:26]4[CH:31]=[CH:30][CH:29]=[CH:28][CH:27]=4)=[O:23])[CH2:17]3)=[C:8]([C:11](=[O:12])[NH2:13])[CH:7]=[N:6][N:5]2[CH:14]=1. (7) Given the reactants [F:1][C:2]1[CH:31]=[CH:30][CH:29]=[CH:28][C:3]=1[CH2:4][C:5]1[C:6]2[CH2:27][NH:26][CH2:25][CH2:24][C:7]=2[N:8]=[C:9]([NH:11][C:12]2[CH:17]=[CH:16][C:15]([N:18]3[CH:22]=[CH:21][N:20]=[C:19]3[CH3:23])=[CH:14][CH:13]=2)[N:10]=1.[CH:32](=O)[CH2:33][OH:34], predict the reaction product. The product is: [F:1][C:2]1[CH:31]=[CH:30][CH:29]=[CH:28][C:3]=1[CH2:4][C:5]1[C:6]2[CH2:27][N:26]([CH2:32][CH2:33][OH:34])[CH2:25][CH2:24][C:7]=2[N:8]=[C:9]([NH:11][C:12]2[CH:13]=[CH:14][C:15]([N:18]3[CH:22]=[CH:21][N:20]=[C:19]3[CH3:23])=[CH:16][CH:17]=2)[N:10]=1. (8) Given the reactants C([O:4][C:5]1[C:10]([CH3:11])=[C:9]([C:12]2[O:13][C:14]3[CH:20]=[C:19]([C:21]([O:23]C)=[O:22])[CH:18]=[CH:17][C:15]=3[CH:16]=2)[O:8][C:7](=[O:25])[C:6]=1[CH3:26])(=O)C.C([O-])([O-])=O.[K+].[K+].Cl, predict the reaction product. The product is: [C:21]([C:19]1[CH:18]=[CH:17][C:15]2[CH:16]=[C:12]([C:9]3[O:8][C:7](=[O:25])[C:6]([CH3:26])=[C:5]([OH:4])[C:10]=3[CH3:11])[O:13][C:14]=2[CH:20]=1)([OH:23])=[O:22].